Dataset: Forward reaction prediction with 1.9M reactions from USPTO patents (1976-2016). Task: Predict the product of the given reaction. (1) Given the reactants F[C:2]1[N:7]=[CH:6][C:5]([C:8]2[C:17]3[C:12](=[CH:13][C:14]([O:20][CH3:21])=[C:15]([O:18][CH3:19])[CH:16]=3)[N:11]=[CH:10][CH:9]=2)=[CH:4][C:3]=1[CH3:22].[NH:23]1[CH2:28][CH2:27][CH:26]([C:29]([OH:32])([CH3:31])[CH3:30])[CH2:25][CH2:24]1, predict the reaction product. The product is: [CH3:19][O:18][C:15]1[CH:16]=[C:17]2[C:12](=[CH:13][C:14]=1[O:20][CH3:21])[N:11]=[CH:10][CH:9]=[C:8]2[C:5]1[CH:4]=[C:3]([CH3:22])[C:2]([N:23]2[CH2:28][CH2:27][CH:26]([C:29]([OH:32])([CH3:31])[CH3:30])[CH2:25][CH2:24]2)=[N:7][CH:6]=1. (2) Given the reactants [CH3:1][O:2][C:3](=[O:23])[C:4]1[CH:9]=[CH:8][CH:7]=[C:6]([CH2:10][N:11]2[CH:20]=[CH:19][C:18]3[C:13](=[CH:14][C:15](Br)=[CH:16][CH:17]=3)[C:12]2=[O:22])[CH:5]=1.[C:24]1([CH2:30][C:31]#[CH:32])[CH:29]=[CH:28][CH:27]=[CH:26][CH:25]=1.C(N(CC)CC)C, predict the reaction product. The product is: [CH3:1][O:2][C:3](=[O:23])[C:4]1[CH:9]=[CH:8][CH:7]=[C:6]([CH2:10][N:11]2[CH:20]=[CH:19][C:18]3[C:13](=[CH:14][C:15]([C:32]#[C:31][CH2:30][C:24]4[CH:29]=[CH:28][CH:27]=[CH:26][CH:25]=4)=[CH:16][CH:17]=3)[C:12]2=[O:22])[CH:5]=1. (3) The product is: [CH3:52][C:53]1[CH:54]=[CH:57][C:58]([C:61]([F:62])([F:63])[F:64])=[CH:59][C:60]=1[CH2:15][O:16][C:17]1[CH:22]=[CH:21][C:20]([C:23]2([CH2:27][C:28]([O:30][CH2:31][CH3:32])=[O:29])[CH2:24][O:25][CH2:26]2)=[CH:19][CH:18]=1. Given the reactants FC(F)(F)C1C=CC(C2C=CC=C([CH2:15][O:16][C:17]3[CH:22]=[CH:21][C:20]([C:23]4([CH2:27][C:28]([O:30][CH2:31][CH3:32])=[O:29])[CH2:26][O:25][CH2:24]4)=[CH:19][CH:18]=3)C=2)=CC=1.OC1C=CC(C2(CC(OCC)=O)COC2)=CC=1.[CH3:52][C:53]1[CH:60]=[CH:59][C:58]([C:61]([F:64])([F:63])[F:62])=[CH:57][C:54]=1CBr, predict the reaction product. (4) Given the reactants [N:1]1([CH2:6][CH2:7][CH2:8][O:9][C:10]2[CH:44]=[CH:43][C:13]([CH2:14][CH2:15][C:16]3[CH:21]=[CH:20][C:19]([F:22])=[CH:18][C:17]=3[C:23]3[N:28]=[C:27]([N:29]4[C:33]([C:34]([F:37])([F:36])[F:35])=[C:32]([C:38]([O:40]CC)=[O:39])[CH:31]=[N:30]4)[CH:26]=[CH:25][CH:24]=3)=[C:12]([CH3:45])[CH:11]=2)[CH:5]=[N:4][CH:3]=[N:2]1.[OH-].[Na+], predict the reaction product. The product is: [N:1]1([CH2:6][CH2:7][CH2:8][O:9][C:10]2[CH:44]=[CH:43][C:13]([CH2:14][CH2:15][C:16]3[CH:21]=[CH:20][C:19]([F:22])=[CH:18][C:17]=3[C:23]3[N:28]=[C:27]([N:29]4[C:33]([C:34]([F:36])([F:35])[F:37])=[C:32]([C:38]([OH:40])=[O:39])[CH:31]=[N:30]4)[CH:26]=[CH:25][CH:24]=3)=[C:12]([CH3:45])[CH:11]=2)[CH:5]=[N:4][CH:3]=[N:2]1.